Dataset: Reaction yield outcomes from USPTO patents with 853,638 reactions. Task: Predict the reaction yield, written as a fraction of the theoretical maximum amount of product (1.0 means a 100% yield; for example, 0.34 means a 34% yield). (1) The reactants are Cl[C:2]1[N:11]=[C:10]([NH:12][C:13]2[CH:18]=[CH:17][C:16]([O:19][CH3:20])=[CH:15][CH:14]=2)[C:9]2[C:4](=[CH:5][CH:6]=[C:7]([C:21]3[O:22][CH:23]=[CH:24][CH:25]=3)[CH:8]=2)[N:3]=1.[CH3:26][O:27][C:28](=[O:43])[CH2:29][CH2:30][C:31]([C:33]1[C:41]2[C:36](=[CH:37][CH:38]=[C:39]([Br:42])[CH:40]=2)[NH:35][CH:34]=1)=[O:32].C([O-])([O-])=O.[K+].[K+].O. The catalyst is CN(C1C=CN=CC=1)C.CS(C)=O. The product is [CH3:26][O:27][C:28](=[O:43])[CH2:29][CH2:30][C:31]([C:33]1[C:41]2[C:36](=[CH:37][CH:38]=[C:39]([Br:42])[CH:40]=2)[N:35]([C:2]2[N:11]=[C:10]([NH:12][C:13]3[CH:14]=[CH:15][C:16]([O:19][CH3:20])=[CH:17][CH:18]=3)[C:9]3[C:4](=[CH:5][CH:6]=[C:7]([C:21]4[O:22][CH:23]=[CH:24][CH:25]=4)[CH:8]=3)[N:3]=2)[CH:34]=1)=[O:32]. The yield is 0.370. (2) The reactants are [C:1]1(P(C2C=CC=CC=2)C2C=CC=CC=2)C=CC=CC=1.N([C:22]([O:24][CH:25](C)[CH3:27])=[O:23])=N[C:22]([O:24][CH:25]([CH3:27])C)=[O:23].[OH:34][C:35]1[CH:45]=[N:44][CH:43]=[CH:42][C:36]=1[C:37]([O:39][CH2:40][CH3:41])=[O:38]. The catalyst is C1COCC1. The product is [CH2:25]([O:24][C:22](=[O:23])[CH2:1][O:34][C:35]1[CH:45]=[N:44][CH:43]=[CH:42][C:36]=1[C:37]([O:39][CH2:40][CH3:41])=[O:38])[CH3:27]. The yield is 0.610.